From a dataset of Aqueous solubility values for 9,982 compounds from the AqSolDB database. Regression/Classification. Given a drug SMILES string, predict its absorption, distribution, metabolism, or excretion properties. Task type varies by dataset: regression for continuous measurements (e.g., permeability, clearance, half-life) or binary classification for categorical outcomes (e.g., BBB penetration, CYP inhibition). For this dataset (solubility_aqsoldb), we predict Y. The Y is -7.98 log mol/L. The molecule is Clc1ccc(-c2ccc(Cl)c(Cl)c2Cl)cc1Cl.